The task is: Token-level Classification. Given an antibody amino acid sequence, predict which amino acid positions are active in antigen binding. Output is a list of indices for active paratope positions.. This data is from Antibody paratope prediction from SAbDab with 1,023 antibody chains. (1) Given the antibody sequence: DVVMTQTPLSLSVTIGQPASISCKSSQSLLDSDGKTYLNWLLQRPGQSPKRLIYLVSKLASGVPDRFTGSGSGTDFTLKISRVEAEDLGVYYCWQGTHFPWTFGGYTKLEIK, which amino acid positions are active in antigen binding (paratope)? The paratope positions are: [30, 31, 32, 33, 34]. (2) Given the antibody sequence: DVLMTQTPLSLPVSLGDQASISCRSSQSIVHNNGNTYLDWSLQKPGQSPKLLIYKVSNRFSGVPDRFSGSGSGTDFTLKISRVEAEDLGVYYCFQGSHVPPTFGGGTKLEIK, which amino acid positions are active in antigen binding (paratope)? The paratope positions are: [30, 31, 32, 33, 34]. (3) Given the antibody sequence: EVKLVESGGDLVKPGGSLKLSCAASGFTFSSYGMSWVRQTPDKRLEWVATISRGGSYTYYPDSVKGRFTISRDNAKNTLYLQMSSLKSEDTAMYYCARRETYDEKGFAYWGQGTTVTVCS, which amino acid positions are active in antigen binding (paratope)? The paratope positions are: [52, 83, 84, 85, 104, 105, 106].